From a dataset of Reaction yield outcomes from USPTO patents with 853,638 reactions. Predict the reaction yield, written as a fraction of the theoretical maximum amount of product (1.0 means a 100% yield; for example, 0.34 means a 34% yield). The reactants are Cl.[NH:2]1[CH2:7][CH2:6][CH:5]([C:8]2[C:16]3[C:11](=[CH:12][CH:13]=[CH:14][CH:15]=3)[NH:10][CH:9]=2)[CH2:4][CH2:3]1.[F:17][C:18]1[CH:32]=[CH:31][C:30]([F:33])=[CH:29][C:19]=1[CH2:20][C:21]1[O:25][N:24]=[C:23]([C:26](O)=[O:27])[CH:22]=1.CN(C(ON1N=NC2C=CC=NC1=2)=[N+](C)C)C.F[P-](F)(F)(F)(F)F.C(N(CC)C(C)C)(C)C. The catalyst is CN(C=O)C. The product is [NH:10]1[C:11]2[C:16](=[CH:15][CH:14]=[CH:13][CH:12]=2)[C:8]([CH:5]2[CH2:6][CH2:7][N:2]([C:26]([C:23]3[CH:22]=[C:21]([CH2:20][C:19]4[CH:29]=[C:30]([F:33])[CH:31]=[CH:32][C:18]=4[F:17])[O:25][N:24]=3)=[O:27])[CH2:3][CH2:4]2)=[CH:9]1. The yield is 0.650.